From a dataset of Full USPTO retrosynthesis dataset with 1.9M reactions from patents (1976-2016). Predict the reactants needed to synthesize the given product. (1) Given the product [Cl:1][C:2]1[CH:3]=[CH:4][C:5]([O:6][CH2:7][C:8]2[N:12]([CH2:13][CH2:14][CH2:15][CH:16]3[CH2:21][CH2:20][CH2:19][N:18]([C:22]([O:24][C:25]([CH3:28])([CH3:27])[CH3:26])=[O:23])[CH2:17]3)[C:11]3[CH:29]=[CH:30][CH:31]=[C:32]([O:33][CH2:42][CH2:41][CH2:40][CH2:39][CH2:38][CH:20]4[CH2:21][CH2:16][CH2:17][N:18]([C:22]([O:24][C:25]([CH3:28])([CH3:27])[CH3:26])=[O:23])[CH2:19]4)[C:10]=3[N:9]=2)=[CH:34][CH:35]=1, predict the reactants needed to synthesize it. The reactants are: [Cl:1][C:2]1[CH:35]=[CH:34][C:5]([O:6][CH2:7][C:8]2[N:12]([CH2:13][CH2:14][CH2:15][CH:16]3[CH2:21][CH2:20][CH2:19][N:18]([C:22]([O:24][C:25]([CH3:28])([CH3:27])[CH3:26])=[O:23])[CH2:17]3)[C:11]3[CH:29]=[CH:30][CH:31]=[C:32]([OH:33])[C:10]=3[N:9]=2)=[CH:4][CH:3]=1.[H-].[Na+].[CH2:38](Br)[CH2:39][CH2:40][CH2:41][CH3:42]. (2) Given the product [F:22][C:23]1[CH:29]=[CH:28][C:26]([NH:27][C:2]2[CH:3]=[CH:4][C:5]([O:8][C:9]3[CH:14]=[CH:13][CH:12]=[C:11]([N:15]4[CH2:20][CH2:19][N:18]([CH3:21])[CH2:17][CH2:16]4)[CH:10]=3)=[CH:6][N:7]=2)=[CH:25][C:24]=1[O:30][CH3:31], predict the reactants needed to synthesize it. The reactants are: Cl[C:2]1[N:7]=[CH:6][C:5]([O:8][C:9]2[CH:10]=[C:11]([N:15]3[CH2:20][CH2:19][N:18]([CH3:21])[CH2:17][CH2:16]3)[CH:12]=[CH:13][CH:14]=2)=[CH:4][CH:3]=1.[F:22][C:23]1[CH:29]=[CH:28][C:26]([NH2:27])=[CH:25][C:24]=1[O:30][CH3:31].C1(P(C2C=CC=CC=2)C2C3OC4C(=CC=CC=4P(C4C=CC=CC=4)C4C=CC=CC=4)C(C)(C)C=3C=CC=2)C=CC=CC=1.C(=O)([O-])[O-].[Cs+].[Cs+]. (3) Given the product [CH3:37][N:36]([CH3:38])[C@@H:33]1[CH2:34][CH2:35][N:31]([C:29]([NH:28][C:24]2[CH:23]=[C:22]([O:21][C:18]3[CH:19]=[N:20][C:15]([NH:14][C:9]([NH:5][C:3](=[O:4])[C:2]([CH3:7])([CH3:6])[CH3:1])=[O:10])=[CH:16][CH:17]=3)[CH:27]=[CH:26][N:25]=2)=[O:30])[CH2:32]1, predict the reactants needed to synthesize it. The reactants are: [CH3:1][C:2]([CH3:7])([CH3:6])[C:3]([NH2:5])=[O:4].C(Cl)(=O)[C:9](Cl)=[O:10].[NH2:14][C:15]1[N:20]=[CH:19][C:18]([O:21][C:22]2[CH:27]=[CH:26][N:25]=[C:24]([NH:28][C:29]([N:31]3[CH2:35][CH2:34][C@@H:33]([N:36]([CH3:38])[CH3:37])[CH2:32]3)=[O:30])[CH:23]=2)=[CH:17][CH:16]=1.N1C=CC=CC=1. (4) Given the product [CH3:1][N:2]1[CH2:3][CH2:4][N:5]([C:8]2[C:9](=[CH:27][CH2:26][CH3:28])[C:10]([N:19]3[CH2:20][CH2:21][N:22]([CH3:25])[CH2:23][CH2:24]3)=[N:11][C:12]3[CH:18]=[CH:17][CH:16]=[CH:15][C:13]=3[N:14]=2)[CH2:6][CH2:7]1, predict the reactants needed to synthesize it. The reactants are: [CH3:1][N:2]1[CH2:7][CH2:6][N:5]([C:8]2[CH2:9][C:10]([N:19]3[CH2:24][CH2:23][N:22]([CH3:25])[CH2:21][CH2:20]3)=[N:11][C:12]3[CH:18]=[CH:17][CH:16]=[CH:15][C:13]=3[N:14]=2)[CH2:4][CH2:3]1.[CH:26]([N-]C(C)C)([CH3:28])[CH3:27].[Li+].C(=O)CC.C(N(CC)CC)C.N1C=CC=CC=1.FC(F)(F)C(OC(=O)C(F)(F)F)=O.[OH-].[Na+].